From a dataset of Experimentally validated miRNA-target interactions with 360,000+ pairs, plus equal number of negative samples. Binary Classification. Given a miRNA mature sequence and a target amino acid sequence, predict their likelihood of interaction. (1) The miRNA is dre-miR-200a-3p with sequence UAACACUGUCUGGUAACGAUGU. The protein sequence of the target gene is MPKYKQRRRKLKAKAKRMSKKKEAAVVSPKLLTPSPPLPEPERVVTSAADIPQSRNWLRPSWNLRFPNIKDAINLWTNRAWCIYSCCQTCVAQSLEVLKDALFPSRVYHRELHSLKQQLCVLKRELCKLRENLKSISENSSCSSCCHKCCPSDKLTTVPACAPTTNGESQTVLSSTQPQPANHPPSPPPLPPPPPPPPPLPPPPPPLAPLLLRKSGTTKALQVEPLKKDGPMHITVKDLLNVKLKKTQSVDERKKLVPSPPEERTPLVTVSDLQHVTLKPNSRVSATRIKNVLITPGKSQ.... Result: 0 (no interaction). (2) The miRNA is hsa-miR-7111-5p with sequence UGGGGGAGGAAGGACAGGCCAU. The protein sequence of the target gene is MANKGPSYGMSREVQSKIEKKYDEELEERLVEWIVMQCGPDVGRPDRGRLGFQVWLKNGVILSKLVNSLYPEGSKPVKVPENPPSMVFKQMEQVAQFLKAAEDYGVTKTDMFQTVDLFEGKDMAAVQRTVMALGSLAVTKNDGHYRGDPNWFMKKAQEHKREFTDSQLQEGKHVIGLQMGSNRGASQAGMTGYGRPRQIIS. Result: 0 (no interaction). (3) The miRNA is cel-miR-35-3p with sequence UCACCGGGUGGAAACUAGCAGU. The protein sequence of the target gene is MENPRCPRRPLAEKKARSLDRPQAPGKGSESWDCHWLSLPTAPSRKALHWTTSDWARHSDSPAPSAEAHCTTAAAPTPEETGDFLPSEQRPSQDTKKGWLKTMLNFFVRTGPEEPREKASRRPRGKEGISQHPEPLEAAGEPALRKKAHHDKKPSRKKQGHKKHAAEVTKAAQDQEARGREEGLSKAAAALRSGEADLGPARRGGEDSDHQSFLIKVDGTGALDVSPHATGHQQEEELKKPDQDAIIQMIVELLKRVGDQWEEEQSLASQLGVALPNPAPAVRKKSQEKKTSLKRTSKTN.... Result: 0 (no interaction). (4) The miRNA is hsa-miR-5694 with sequence CAGAUCAUGGGACUGUCUCAG. The protein sequence of the target gene is MIRLGGWCARRLCSAAVPAGRRGAAGGLGLAGGRALRVLVDMDGVLADFEGGFLRKFRARFPDQPFIALEDRRGFWVSEQYGRLRPGLSEKAISIWESKNFFFELEPLPGAVEAVKEMASLQNTDVFICTSPIKMFKYCPYEKYAWVEKYFGPDFLEQIVLTRDKTVVSADLLIDDRPDITGAEPTPSWEHVLFTACHNQHLQLQPPRRRLHSWADDWKAILDSKRPC. Result: 0 (no interaction). (5) The miRNA is mmu-miR-19a-3p with sequence UGUGCAAAUCUAUGCAAAACUGA. The protein sequence of the target gene is MRQPYLSSREVSSSRKRWRTFPVDCVAMCGDCVEKEYPNRGNTCLENGSFLLNFTGCAVCSKRDFMLITNKSLKEEDGEEIVTYDHLCKNCHHVIARHEYTFSIMDEFQEYTMLCLLCGKAEDTISILPDDPRQMTLLF. Result: 0 (no interaction). (6) The miRNA is hsa-miR-7-2-3p with sequence CAACAAAUCCCAGUCUACCUAA. The protein sequence of the target gene is MADPEELQVSSPPPPPPSSPSSSDASAASSPGGPVSLGWPVPSRSSGPTVDQLEEVELQIGDAAFSLTKLLEATSAVSAQVEELAFKCTENARFLKTWRDLLKEGYDSLKPDD. Result: 1 (interaction). (7) The miRNA is hsa-miR-219b-3p with sequence AGAAUUGCGUUUGGACAAUCAGU. The protein sequence of the target gene is MDVLPTGGGRPGLRTELEFRGGGGEARLESQEEETIPAAPPAPRLRGAAERPRRSRDTWDGDEDTEPGEACGGRTSRTASLVSGLLNELYSCTEEEEAAGGGRGAEGRRRRRDSLDSSTEASGSDVVLGGRSGAGDSRVLQELQERPSQRHQMLYLRQKDANELKTILRELKYRIGIQSAKLLRHLKQKDRLLHKVQRNCDIVTACLQAVSQKRRVDTKLKFTLEPSLGQNGFQQWYDALKAVARLSTGIPKEWRRKVWLTLADHYLHSIAIDWDKTMRFTFNERSNPDDDSMGIQIVKD.... Result: 0 (no interaction).